Dataset: NCI-60 drug combinations with 297,098 pairs across 59 cell lines. Task: Regression. Given two drug SMILES strings and cell line genomic features, predict the synergy score measuring deviation from expected non-interaction effect. (1) Cell line: NCI/ADR-RES. Drug 1: CC1C(C(CC(O1)OC2CC(OC(C2O)C)OC3=CC4=CC5=C(C(=O)C(C(C5)C(C(=O)C(C(C)O)O)OC)OC6CC(C(C(O6)C)O)OC7CC(C(C(O7)C)O)OC8CC(C(C(O8)C)O)(C)O)C(=C4C(=C3C)O)O)O)O. Drug 2: C#CCC(CC1=CN=C2C(=N1)C(=NC(=N2)N)N)C3=CC=C(C=C3)C(=O)NC(CCC(=O)O)C(=O)O. Synergy scores: CSS=11.0, Synergy_ZIP=-0.990, Synergy_Bliss=3.97, Synergy_Loewe=5.67, Synergy_HSA=3.40. (2) Drug 1: CS(=O)(=O)C1=CC(=C(C=C1)C(=O)NC2=CC(=C(C=C2)Cl)C3=CC=CC=N3)Cl. Drug 2: CC(CN1CC(=O)NC(=O)C1)N2CC(=O)NC(=O)C2. Cell line: MDA-MB-231. Synergy scores: CSS=18.2, Synergy_ZIP=0.534, Synergy_Bliss=3.44, Synergy_Loewe=1.90, Synergy_HSA=3.93. (3) Drug 1: C1=C(C(=O)NC(=O)N1)N(CCCl)CCCl. Drug 2: CCC1(C2=C(COC1=O)C(=O)N3CC4=CC5=C(C=CC(=C5CN(C)C)O)N=C4C3=C2)O.Cl. Cell line: HT29. Synergy scores: CSS=30.2, Synergy_ZIP=-6.68, Synergy_Bliss=3.81, Synergy_Loewe=2.26, Synergy_HSA=5.71. (4) Drug 1: CS(=O)(=O)C1=CC(=C(C=C1)C(=O)NC2=CC(=C(C=C2)Cl)C3=CC=CC=N3)Cl. Drug 2: CC12CCC3C(C1CCC2O)C(CC4=C3C=CC(=C4)O)CCCCCCCCCS(=O)CCCC(C(F)(F)F)(F)F. Cell line: NCI/ADR-RES. Synergy scores: CSS=12.3, Synergy_ZIP=1.22, Synergy_Bliss=2.76, Synergy_Loewe=0.991, Synergy_HSA=2.58. (5) Drug 1: C1=NC2=C(N=C(N=C2N1C3C(C(C(O3)CO)O)F)Cl)N. Drug 2: COC1=C2C(=CC3=C1OC=C3)C=CC(=O)O2. Cell line: HCC-2998. Synergy scores: CSS=22.7, Synergy_ZIP=0.900, Synergy_Bliss=1.34, Synergy_Loewe=-44.5, Synergy_HSA=-0.788. (6) Drug 1: C1=CC=C(C=C1)NC(=O)CCCCCCC(=O)NO. Drug 2: CN(CC1=CN=C2C(=N1)C(=NC(=N2)N)N)C3=CC=C(C=C3)C(=O)NC(CCC(=O)O)C(=O)O. Cell line: PC-3. Synergy scores: CSS=42.4, Synergy_ZIP=3.15, Synergy_Bliss=0.149, Synergy_Loewe=-8.64, Synergy_HSA=0.0567. (7) Drug 1: CCC1(C2=C(COC1=O)C(=O)N3CC4=CC5=C(C=CC(=C5CN(C)C)O)N=C4C3=C2)O.Cl. Drug 2: CC1CCCC2(C(O2)CC(NC(=O)CC(C(C(=O)C(C1O)C)(C)C)O)C(=CC3=CSC(=N3)C)C)C. Cell line: A549. Synergy scores: CSS=53.7, Synergy_ZIP=-5.73, Synergy_Bliss=-5.64, Synergy_Loewe=-3.85, Synergy_HSA=-0.779.